From a dataset of Full USPTO retrosynthesis dataset with 1.9M reactions from patents (1976-2016). Predict the reactants needed to synthesize the given product. Given the product [OH:12][CH2:11][CH2:10][CH2:9][NH:8][C:2]1[CH2:6][S:5][C:4](=[O:7])[N:3]=1, predict the reactants needed to synthesize it. The reactants are: S=[C:2]1[CH2:6][S:5][C:4](=[O:7])[NH:3]1.[NH2:8][CH2:9][CH2:10][CH2:11][OH:12].